This data is from Full USPTO retrosynthesis dataset with 1.9M reactions from patents (1976-2016). The task is: Predict the reactants needed to synthesize the given product. (1) Given the product [Cl:1][C:2]1[CH:3]=[CH:4][C:5]([O:8][CH:10]2[CH2:14][CH2:13][NH:12][CH2:11]2)=[N:6][CH:7]=1, predict the reactants needed to synthesize it. The reactants are: [Cl:1][C:2]1[CH:3]=[CH:4][C:5]([OH:8])=[N:6][CH:7]=1.O[CH:10]1[CH2:14][CH2:13][N:12](C(OC(C)(C)C)=O)[CH2:11]1.C1(P(C2C=CC=CC=2)C2C=CC=CC=2)C=CC=CC=1.N(C(OCC)=O)=NC(OCC)=O. (2) The reactants are: [CH2:1]([Li])[CH2:2][CH2:3]C.[C:6]([O:10][C:11]([N:13]1[CH2:18][CH2:17][C:16](=[O:19])[CH2:15][CH:14]1[C:20]([OH:22])=[O:21])=[O:12])([CH3:9])([CH3:8])[CH3:7].[CH3:23]COC(C)=O.[NH4+].[Cl-]. Given the product [CH3:23][O:21][C:20]([CH:14]1[CH2:15][C:16]([CH2:3][CH:2]=[CH2:1])([OH:19])[CH2:17][CH2:18][N:13]1[C:11]([O:10][C:6]([CH3:9])([CH3:7])[CH3:8])=[O:12])=[O:22], predict the reactants needed to synthesize it. (3) Given the product [Cl:34][C:31]1[CH:32]=[CH:33][C:28]([C:26]2[S:27][C:23]([C@@H:21]([NH:20][C:16]3[N:15]=[C:14]([N:9]4[C@@H:8]([C@@H:6]([OH:5])[CH3:7])[CH2:12][O:11][C:10]4=[O:13])[CH:19]=[CH:18][N:17]=3)[CH3:22])=[CH:24][N:25]=2)=[CH:29][CH:30]=1, predict the reactants needed to synthesize it. The reactants are: C([O:5][C@H:6]([C@H:8]1[CH2:12][O:11][C:10](=[O:13])[N:9]1[C:14]1[CH:19]=[CH:18][N:17]=[C:16]([NH:20][C@H:21]([C:23]2[S:27][C:26]([C:28]3[CH:33]=[CH:32][C:31]([Cl:34])=[CH:30][CH:29]=3)=[N:25][CH:24]=2)[CH3:22])[N:15]=1)[CH3:7])(C)(C)C.C(O)(C(F)(F)F)=O. (4) Given the product [CH3:52][O:51][C:49]([C:44]1[CH:45]=[CH:46][CH:47]=[CH:48][C:43]=1[CH2:42][CH2:41][C@@H:40]([S:1][CH2:2][C:3]1([CH2:6][C:7]([OH:9])=[O:8])[CH2:5][CH2:4]1)[C:53]1[CH:58]=[CH:57][CH:56]=[C:55]([CH:59]2[O:60][CH2:61][C:62]([CH3:66])([CH3:65])[CH2:63][O:64]2)[CH:54]=1)=[O:50], predict the reactants needed to synthesize it. The reactants are: [SH:1][CH2:2][C:3]1([CH2:6][C:7]([OH:9])=[O:8])[CH2:5][CH2:4]1.C1OCCOCCOCCOCCOC1.C[Si]([N-][Si](C)(C)C)(C)C.[Na+].CS(O[C@H:40]([C:53]1[CH:58]=[CH:57][CH:56]=[C:55]([CH:59]2[O:64][CH2:63][C:62]([CH3:66])([CH3:65])[CH2:61][O:60]2)[CH:54]=1)[CH2:41][CH2:42][C:43]1[CH:48]=[CH:47][CH:46]=[CH:45][C:44]=1[C:49]([O:51][CH3:52])=[O:50])(=O)=O.C(O)(=O)C(C(C(O)=O)O)O. (5) Given the product [CH3:29][C:8]1[N:9]=[C:10]([N:12]2[CH2:16][CH2:15][N:14]([CH2:17][C:18]3[CH:19]=[CH:20][C:21]([C:24]([F:26])([F:27])[F:25])=[CH:22][CH:23]=3)[C:13]2=[O:28])[S:11][C:7]=1[C:5]1[CH:4]=[CH:3][NH:2][N:32]=1, predict the reactants needed to synthesize it. The reactants are: C[N:2](C)/[CH:3]=[CH:4]/[C:5]([C:7]1[S:11][C:10]([N:12]2[CH2:16][CH2:15][N:14]([CH2:17][C:18]3[CH:23]=[CH:22][C:21]([C:24]([F:27])([F:26])[F:25])=[CH:20][CH:19]=3)[C:13]2=[O:28])=[N:9][C:8]=1[CH3:29])=O.O.[NH2:32]N. (6) The reactants are: S([O-])([O-])(=O)=O.[Na+].[Na+].[NH2:8][C:9]1[CH:17]=[CH:16][C:12]2[N:13]=[CH:14][S:15][C:11]=2[CH:10]=1.[O:18]=[CH:19][C:20](Cl)(Cl)Cl.Cl.[OH:25][NH2:26]. Given the product [S:15]1[C:11]2[CH:10]=[C:9]([NH:8][C:19](=[O:18])[CH:20]=[N:26][OH:25])[CH:17]=[CH:16][C:12]=2[N:13]=[CH:14]1, predict the reactants needed to synthesize it. (7) Given the product [O:7]([C:8]1[CH:9]=[CH:10][C:11]([C@@H:14]2[C@@H:17]([CH2:18][CH2:19][C@@H:20]([C:21]3[CH:26]=[CH:25][C:24]([F:27])=[CH:23][CH:22]=3)[OH:28])[C:16](=[O:32])[N:15]2[C:33]2[CH:34]=[CH:35][C:36]([C:39]#[C:40][C:41]([OH:43])=[O:42])=[CH:37][CH:38]=2)=[CH:12][CH:13]=1)[C@@H:6]1[O:44][C@H:45]([C:56]([OH:58])=[O:57])[C@@H:46]([OH:52])[C@H:47]([OH:48])[C@H:5]1[OH:4], predict the reactants needed to synthesize it. The reactants are: C([O:4][C@@H:5]1[C@@H:47]([O:48]C(=O)C)[C@H:46]([O:52]C(=O)C)[C@@H:45]([C:56]([O:58]C)=[O:57])[O:44][C@H:6]1[O:7][C:8]1[CH:13]=[CH:12][C:11]([C@@H:14]2[C@@H:17]([CH2:18][CH2:19][C@H:20]([O:28]C(=O)C)[C:21]3[CH:26]=[CH:25][C:24]([F:27])=[CH:23][CH:22]=3)[C:16](=[O:32])[N:15]2[C:33]2[CH:38]=[CH:37][C:36]([C:39]#[C:40][C:41]([OH:43])=[O:42])=[CH:35][CH:34]=2)=[CH:10][CH:9]=1)(=O)C.[C-]#N.[Na+]. (8) Given the product [F:1][C:2]1[CH:3]=[CH:4][CH:5]=[C:6]2[C:11]=1[N:10]=[C:9]([C:12]([O:14][CH3:15])=[O:13])[CH:8]=[C:7]2[CH2:32][C:33]1[CH:38]=[CH:37][N:36]=[C:35]([O:39][CH3:40])[CH:34]=1, predict the reactants needed to synthesize it. The reactants are: [F:1][C:2]1[CH:3]=[CH:4][CH:5]=[C:6]2[C:11]=1[N:10]=[C:9]([C:12]([O:14][CH3:15])=[O:13])[CH:8]=[C:7]2B1OC(C)(C)C(C)(C)O1.C([O-])([O-])=O.[Cs+].[Cs+].Cl[CH2:32][C:33]1[CH:38]=[CH:37][N:36]=[C:35]([O:39][CH3:40])[CH:34]=1.O. (9) The reactants are: [F:1][C:2]1[CH:9]=[CH:8][C:5]([C:6]#[N:7])=[C:4]([C:10]([F:13])([F:12])[F:11])[CH:3]=1.S(=O)(=O)(O)[OH:15]. Given the product [F:1][C:2]1[CH:9]=[CH:8][C:5]([C:6]([NH2:7])=[O:15])=[C:4]([C:10]([F:11])([F:12])[F:13])[CH:3]=1, predict the reactants needed to synthesize it.